This data is from Catalyst prediction with 721,799 reactions and 888 catalyst types from USPTO. The task is: Predict which catalyst facilitates the given reaction. (1) Reactant: Br[C:2]1[CH:3]=[C:4]([N:11]2[CH2:16][CH2:15][CH2:14][CH2:13][CH2:12]2)[CH:5]=[CH:6][C:7]=1[N+:8]([O-:10])=[O:9].[CH3:17][C:18]1([CH3:34])[C:22]([CH3:24])([CH3:23])[O:21][B:20]([B:20]2[O:21][C:22]([CH3:24])([CH3:23])[C:18]([CH3:34])([CH3:17])[O:19]2)[O:19]1.C([O-])(=O)C.[K+]. Product: [N+:8]([C:7]1[CH:6]=[CH:5][C:4]([N:11]2[CH2:16][CH2:15][CH2:14][CH2:13][CH2:12]2)=[CH:3][C:2]=1[B:20]1[O:21][C:22]([CH3:24])([CH3:23])[C:18]([CH3:34])([CH3:17])[O:19]1)([O-:10])=[O:9]. The catalyst class is: 418. (2) Reactant: N[C:2]1[CH:3]=[N:4][C:5]2[C:10]([CH:11]=1)=[CH:9][C:8]([CH3:12])=[CH:7][CH:6]=2.N([O-])=[O:14].[Na+].[OH-].[Na+]. Product: [OH:14][C:2]1[CH:3]=[N:4][C:5]2[C:10]([CH:11]=1)=[CH:9][C:8]([CH3:12])=[CH:7][CH:6]=2. The catalyst class is: 561. (3) Reactant: O1[C:5]2([CH2:10][CH2:9][CH:8]([N:11]3[C:16](=[O:17])[C:15]([CH2:18][C:19]4[CH:24]=[CH:23][C:22]([C:25]5[C:26]([C:31]#[N:32])=[CH:27][CH:28]=[CH:29][CH:30]=5)=[C:21]([CH3:33])[CH:20]=4)=[C:14]([CH2:34][CH2:35][CH3:36])[N:13]4[N:37]=[CH:38][CH:39]=[C:12]34)[CH2:7][CH2:6]2)[O:4]CC1.Cl.[OH-].[Na+]. Product: [OH:4][C@H:5]1[CH2:6][CH2:7][C@H:8]([N:11]2[C:16](=[O:17])[C:15]([CH2:18][C:19]3[CH:24]=[CH:23][C:22]([C:25]4[C:26]([C:31]#[N:32])=[CH:27][CH:28]=[CH:29][CH:30]=4)=[C:21]([CH3:33])[CH:20]=3)=[C:14]([CH2:34][CH2:35][CH3:36])[N:13]3[N:37]=[CH:38][CH:39]=[C:12]23)[CH2:9][CH2:10]1. The catalyst class is: 54. (4) Reactant: [O:1]1[C:6]2=[CH:7][C:8]3[C:9](=[O:15])[C:10](=[O:14])[NH:11][C:12]=3[CH:13]=[C:5]2[O:4][CH2:3][CH2:2]1.[H-].[Na+].Br[CH2:19][C:20]1[O:21][C:22]([C:25]([F:28])([F:27])[F:26])=[CH:23][CH:24]=1. Product: [F:26][C:25]([F:28])([F:27])[C:22]1[O:21][C:20]([CH2:19][N:11]2[C:12]3[CH:13]=[C:5]4[O:4][CH2:3][CH2:2][O:1][C:6]4=[CH:7][C:8]=3[C:9](=[O:15])[C:10]2=[O:14])=[CH:24][CH:23]=1. The catalyst class is: 9. (5) Reactant: [NH:1]([CH:3]([CH2:6][CH:7]1[CH2:12][CH2:11][O:10][CH2:9][CH2:8]1)[CH2:4][OH:5])N. Product: [NH2:1][CH:3]([CH2:6][CH:7]1[CH2:8][CH2:9][O:10][CH2:11][CH2:12]1)[CH2:4][OH:5]. The catalyst class is: 94. (6) Product: [Br-:20].[CH2:27]([O:26][C:24]([CH2:23][CH2:22][CH2:21][P+:7]([C:1]1[CH:2]=[CH:3][CH:4]=[CH:5][CH:6]=1)([C:8]1[CH:13]=[CH:12][CH:11]=[CH:10][CH:9]=1)[C:14]1[CH:15]=[CH:16][CH:17]=[CH:18][CH:19]=1)=[O:25])[CH3:28]. The catalyst class is: 27. Reactant: [C:1]1([P:7]([C:14]2[CH:19]=[CH:18][CH:17]=[CH:16][CH:15]=2)[C:8]2[CH:13]=[CH:12][CH:11]=[CH:10][CH:9]=2)[CH:6]=[CH:5][CH:4]=[CH:3][CH:2]=1.[Br:20][CH2:21][CH2:22][CH2:23][C:24]([O:26][CH2:27][CH3:28])=[O:25]. (7) Reactant: [NH2:1][C:2]1[C:7]([C:8]#[C:9][CH2:10][OH:11])=[C:6]([Cl:12])[C:5]([Br:13])=[CH:4][CH:3]=1.CC([O-])(C)C.[K+]. Product: [Br:13][C:5]1[C:6]([Cl:12])=[C:7]2[C:2](=[CH:3][CH:4]=1)[NH:1][C:9]([CH2:10][OH:11])=[CH:8]2. The catalyst class is: 3.